Dataset: Peptide-MHC class II binding affinity with 134,281 pairs from IEDB. Task: Regression. Given a peptide amino acid sequence and an MHC pseudo amino acid sequence, predict their binding affinity value. This is MHC class II binding data. (1) The peptide sequence is DTFRKLFRDYSNFLR. The binding affinity (normalized) is 0.458. The MHC is DRB1_0901 with pseudo-sequence DRB1_0901. (2) The peptide sequence is GRSYAADAGYAPATP. The MHC is DRB1_0301 with pseudo-sequence DRB1_0301. The binding affinity (normalized) is 0. (3) The peptide sequence is KDKWIALKESWGAIW. The MHC is HLA-DQA10102-DQB10602 with pseudo-sequence HLA-DQA10102-DQB10602. The binding affinity (normalized) is 0.363. (4) The peptide sequence is SSYAATEVANAAAAS. The MHC is DRB1_0405 with pseudo-sequence DRB1_0405. The binding affinity (normalized) is 0.194. (5) The peptide sequence is AEAPAAAAAPEEQVQ. The MHC is HLA-DQA10501-DQB10201 with pseudo-sequence HLA-DQA10501-DQB10201. The binding affinity (normalized) is 0.522. (6) The peptide sequence is FSSAGGFFTSVGKGI. The MHC is HLA-DQA10303-DQB10402 with pseudo-sequence HLA-DQA10303-DQB10402. The binding affinity (normalized) is 0.436. (7) The peptide sequence is EAKITMLTNGQCQNI. The MHC is HLA-DQA10401-DQB10402 with pseudo-sequence HLA-DQA10401-DQB10402. The binding affinity (normalized) is 0.202.